From a dataset of Full USPTO retrosynthesis dataset with 1.9M reactions from patents (1976-2016). Predict the reactants needed to synthesize the given product. (1) The reactants are: [F:1][CH:2]([F:15])[CH2:3][O:4][C:5]1[C:13]([CH3:14])=[CH:12][C:8]([C:9]([OH:11])=[O:10])=[CH:7][N:6]=1.[C:16](=O)([O-])[O-].[K+].[K+].IC. Given the product [F:15][CH:2]([F:1])[CH2:3][O:4][C:5]1[C:13]([CH3:14])=[CH:12][C:8]([C:9]([O:11][CH3:16])=[O:10])=[CH:7][N:6]=1, predict the reactants needed to synthesize it. (2) Given the product [F:34][CH:2]([F:1])[O:3][C:4]1[CH:9]=[CH:8][CH:7]=[CH:6][C:5]=1[CH2:10][N:11]1[C:15]2[CH:16]=[C:17]([C:20]3[C:21]([CH3:32])=[N:22][C:23]([CH:26]4[CH2:31][CH2:30][N:29]([S:43]([CH3:42])(=[O:45])=[O:44])[CH2:28][CH2:27]4)=[N:24][CH:25]=3)[CH:18]=[CH:19][C:14]=2[N:13]=[C:12]1[CH3:33], predict the reactants needed to synthesize it. The reactants are: [F:1][CH:2]([F:34])[O:3][C:4]1[CH:9]=[CH:8][CH:7]=[CH:6][C:5]=1[CH2:10][N:11]1[C:15]2[CH:16]=[C:17]([C:20]3[C:21]([CH3:32])=[N:22][C:23]([CH:26]4[CH2:31][CH2:30][NH:29][CH2:28][CH2:27]4)=[N:24][CH:25]=3)[CH:18]=[CH:19][C:14]=2[N:13]=[C:12]1[CH3:33].C(N(CC)CC)C.[CH3:42][S:43](Cl)(=[O:45])=[O:44]. (3) Given the product [CH3:13][O:14][C:15]([N:17]1[CH2:22][CH:21]([CH2:41][CH:38]([CH2:37][C:31]2[CH:32]=[CH:33][C:34]([F:36])=[CH:35][C:30]=2[F:29])[CH2:39][CH3:40])[C:20](=[O:23])[N:19]([CH3:24])[CH:18]1[C:25]([CH3:28])([CH3:27])[CH3:26])=[O:16], predict the reactants needed to synthesize it. The reactants are: C(NC(C)C)(C)C.C([Li])CCC.[CH3:13][O:14][C:15]([N:17]1[CH2:22][CH2:21][C:20](=[O:23])[N:19]([CH3:24])[C@@H:18]1[C:25]([CH3:28])([CH3:27])[CH3:26])=[O:16].[F:29][C:30]1[CH:35]=[C:34]([F:36])[CH:33]=[CH:32][C:31]=1[CH2:37][C@@H:38]([CH2:41]I)[CH2:39][CH3:40]. (4) The reactants are: C[O:2][C:3](=[O:29])[CH:4]=[CH:5][C:6]1[CH:11]=[CH:10][CH:9]=[C:8]([CH2:12][NH:13][S:14]([CH2:17][N:18]2[CH:22]=[C:21]([C:23]3[CH:28]=[CH:27][CH:26]=[CH:25][CH:24]=3)[N:20]=[N:19]2)(=[O:16])=[O:15])[CH:7]=1.[OH-].[Na+]. Given the product [C:23]1([C:21]2[N:20]=[N:19][N:18]([CH2:17][S:14]([NH:13][CH2:12][C:8]3[CH:7]=[C:6]([CH:5]=[CH:4][C:3]([OH:29])=[O:2])[CH:11]=[CH:10][CH:9]=3)(=[O:15])=[O:16])[CH:22]=2)[CH:28]=[CH:27][CH:26]=[CH:25][CH:24]=1, predict the reactants needed to synthesize it. (5) Given the product [F:25][C:26]1[CH:33]=[CH:32][C:29]([CH2:30][O:16][CH2:15][C@H:10]2[N:9]([C:7]([C:5]3[N:6]=[C:2]([CH3:1])[S:3][C:4]=3[C:17]3[CH:22]=[CH:21][CH:20]=[CH:19][CH:18]=3)=[O:8])[CH2:14][C@@H:13]3[C@H:11]2[CH2:12]3)=[CH:28][CH:27]=1, predict the reactants needed to synthesize it. The reactants are: [CH3:1][C:2]1[S:3][C:4]([C:17]2[CH:22]=[CH:21][CH:20]=[CH:19][CH:18]=2)=[C:5]([C:7]([N:9]2[CH2:14][C@@H:13]3[C@@H:11]([CH2:12]3)[C@H:10]2[CH2:15][OH:16])=[O:8])[N:6]=1.[H-].[Na+].[F:25][C:26]1[CH:33]=[CH:32][C:29]([CH2:30]Br)=[CH:28][CH:27]=1.